Dataset: Catalyst prediction with 721,799 reactions and 888 catalyst types from USPTO. Task: Predict which catalyst facilitates the given reaction. (1) Reactant: F[C:2]1[CH:9]=[CH:8][C:7]([N+:10]([O-:12])=[O:11])=[CH:6][C:3]=1[CH:4]=[O:5].[CH2:13]([O:15][C:16](=[O:27])[CH2:17][C:18]1[CH:23]=[CH:22][C:21]([O:24][CH3:25])=[C:20]([OH:26])[CH:19]=1)[CH3:14].C(=O)([O-])[O-].[K+].[K+]. Product: [CH2:13]([O:15][C:16](=[O:27])[CH2:17][C:18]1[CH:23]=[CH:22][C:21]([O:24][CH3:25])=[C:20]([O:26][C:2]2[CH:9]=[CH:8][C:7]([N+:10]([O-:12])=[O:11])=[CH:6][C:3]=2[CH:4]=[O:5])[CH:19]=1)[CH3:14]. The catalyst class is: 12. (2) Reactant: [C:1]1(=O)[CH2:6][CH2:5][CH2:4][C:3](=[O:7])[CH2:2]1.C(OC([N:18]([CH3:20])C)N(C)C)(C)(C)C.Cl.Cl.[NH2:23]N. The catalyst class is: 106. Product: [N:23]1[NH:18][CH:20]=[C:2]2[C:1]=1[CH2:6][CH2:5][CH2:4][C:3]2=[O:7].